Task: Predict the product of the given reaction.. Dataset: Forward reaction prediction with 1.9M reactions from USPTO patents (1976-2016) (1) Given the reactants [NH2:1][C:2]1[N:7]=[CH:6][C:5]([C:8]2[CH:9]=[N:10][N:11]([CH:14]3[CH2:19][CH2:18][N:17](C(OC(C)(C)C)=O)[CH2:16][CH2:15]3)[C:12]=2[CH3:13])=[CH:4][C:3]=1[C:27]1[O:28][C:29]2[CH:35]=[CH:34][CH:33]=[CH:32][C:30]=2[N:31]=1, predict the reaction product. The product is: [O:28]1[C:29]2[CH:35]=[CH:34][CH:33]=[CH:32][C:30]=2[N:31]=[C:27]1[C:3]1[C:2]([NH2:1])=[N:7][CH:6]=[C:5]([C:8]2[CH:9]=[N:10][N:11]([CH:14]3[CH2:19][CH2:18][NH:17][CH2:16][CH2:15]3)[C:12]=2[CH3:13])[CH:4]=1. (2) Given the reactants [Cl:1][C:2]1[CH:3]=[C:4]([CH:23]=[CH:24][C:25]=1[O:26][CH2:27][C:28]1[CH:33]=[CH:32][CH:31]=[C:30]([F:34])[CH:29]=1)[NH:5][C:6]1[C:15]2[C:10](=[CH:11][CH:12]=[C:13]([C:16]3[O:20][C:19](C=O)=[CH:18][CH:17]=3)[CH:14]=2)[N:9]=[CH:8][N:7]=1.[CH2:35]([S:38]([CH2:41][CH2:42][NH2:43])(=[O:40])=[O:39])[CH2:36][CH3:37].[CH2:44](COC)OC, predict the reaction product. The product is: [F:34][C:30]1[CH:29]=[C:28]([CH:33]=[CH:32][CH:31]=1)[CH2:27][O:26][C:25]1[CH:24]=[CH:23][C:4]([NH:5][C:6]2[C:15]3[C:10](=[CH:11][CH:12]=[C:13]([C:16]4([CH2:44][NH:43][CH2:42][CH2:41][S:38]([CH2:35][CH2:36][CH3:37])(=[O:40])=[O:39])[CH2:17][CH:18]=[CH:19][O:20]4)[CH:14]=3)[N:9]=[CH:8][N:7]=2)=[CH:3][C:2]=1[Cl:1]. (3) The product is: [Cl:1][C:2]1[O:6][C:5]([CH2:7][C:8]2[CH:15]=[CH:14][C:11]([CH2:12][CH2:19][N+:16]([O-:18])=[O:17])=[CH:10][CH:9]=2)=[CH:4][CH:3]=1. Given the reactants [Cl:1][C:2]1[O:6][C:5]([CH2:7][C:8]2[CH:15]=[CH:14][C:11]([CH:12]=O)=[CH:10][CH:9]=2)=[CH:4][CH:3]=1.[N+:16]([CH3:19])([O-:18])=[O:17].C([O-])(=O)C.[NH4+].[BH4-].[Na+], predict the reaction product. (4) Given the reactants [OH:1][CH:2]1[CH2:7][CH2:6][N:5]([C:8]2[N:13]=[N:12][C:11]([C:14]3[CH:15]=[N:16][CH:17]=[C:18]([CH:24]=3)[C:19]([O:21][CH2:22][CH3:23])=[O:20])=[CH:10][CH:9]=2)[CH2:4][CH2:3]1.[I:25][C:26]1[CH:31]=[CH:30][CH:29]=[CH:28][C:27]=1O.N(C(OCC)=O)=NC(OCC)=O.C1(P(C2C=CC=CC=2)C2C=CC=CC=2)C=CC=CC=1, predict the reaction product. The product is: [I:25][C:26]1[CH:31]=[CH:30][CH:29]=[CH:28][C:27]=1[O:1][CH:2]1[CH2:7][CH2:6][N:5]([C:8]2[N:13]=[N:12][C:11]([C:14]3[CH:15]=[N:16][CH:17]=[C:18]([CH:24]=3)[C:19]([O:21][CH2:22][CH3:23])=[O:20])=[CH:10][CH:9]=2)[CH2:4][CH2:3]1. (5) Given the reactants Br[CH2:2][CH2:3][O:4][C:5]1[CH:10]=[CH:9][C:8]([Cl:11])=[CH:7][C:6]=1[Cl:12].[OH:13][C:14]1[CH:15]=[C:16]([CH2:22][CH:23]([CH3:29])[C:24]([O:26]CC)=[O:25])[CH:17]=[CH:18][C:19]=1OC, predict the reaction product. The product is: [Cl:12][C:6]1[CH:7]=[C:8]([Cl:11])[CH:9]=[CH:10][C:5]=1[O:4][CH2:3][CH2:2][O:13][C:14]1[CH:15]=[C:16]([CH2:22][CH:23]([CH3:29])[C:24]([OH:26])=[O:25])[CH:17]=[CH:18][CH:19]=1. (6) Given the reactants [CH2:1]([C:8]1[CH:9]=[C:10]([NH:19][CH2:20][C:21]2[CH:26]=[CH:25][C:24]([S:27]([CH3:30])(=[O:29])=[O:28])=[CH:23][CH:22]=2)[C:11]([C:14]([O:16][CH2:17][CH3:18])=[O:15])=[N:12][CH:13]=1)[C:2]1[CH:7]=[CH:6][CH:5]=[CH:4][CH:3]=1.Cl[C:32](=[O:39])[CH2:33][C:34]([O:36][CH2:37][CH3:38])=[O:35], predict the reaction product. The product is: [CH2:1]([C:8]1[CH:9]=[C:10]([N:19]([C:32](=[O:39])[CH2:33][C:34]([O:36][CH2:37][CH3:38])=[O:35])[CH2:20][C:21]2[CH:22]=[CH:23][C:24]([S:27]([CH3:30])(=[O:29])=[O:28])=[CH:25][CH:26]=2)[C:11]([C:14]([O:16][CH2:17][CH3:18])=[O:15])=[N:12][CH:13]=1)[C:2]1[CH:3]=[CH:4][CH:5]=[CH:6][CH:7]=1.